From a dataset of Peptide-MHC class II binding affinity with 134,281 pairs from IEDB. Regression. Given a peptide amino acid sequence and an MHC pseudo amino acid sequence, predict their binding affinity value. This is MHC class II binding data. (1) The peptide sequence is DCRTAFKPVLVDEGR. The MHC is DRB3_0301 with pseudo-sequence DRB3_0301. The binding affinity (normalized) is 0.267. (2) The binding affinity (normalized) is 0.839. The MHC is DRB3_0202 with pseudo-sequence DRB3_0202. The peptide sequence is YDKFLANVSTVDTGK.